The task is: Predict the reactants needed to synthesize the given product.. This data is from Full USPTO retrosynthesis dataset with 1.9M reactions from patents (1976-2016). (1) Given the product [Cl:14][C:15]1[CH:16]=[C:17]([NH:25][C:6](=[O:7])[C:5]2[CH:9]=[CH:10][CH:11]=[C:3]([C:2]([F:13])([F:12])[F:1])[CH:4]=2)[CH:18]=[CH:19][C:20]=1[C:21]([F:23])([F:24])[F:22], predict the reactants needed to synthesize it. The reactants are: [F:1][C:2]([F:13])([F:12])[C:3]1[CH:4]=[C:5]([CH:9]=[CH:10][CH:11]=1)[C:6](Cl)=[O:7].[Cl:14][C:15]1[CH:16]=[C:17]([NH2:25])[CH:18]=[CH:19][C:20]=1[C:21]([F:24])([F:23])[F:22].CCN(CC)CC. (2) Given the product [CH3:12][O:11][C:8]1[CH:9]=[CH:10][C:2]([C:21]([CH:23]2[CH2:28][CH2:27][O:26][CH2:25][CH2:24]2)=[O:22])=[C:3]([CH:7]=1)[C:4]([OH:6])=[O:5], predict the reactants needed to synthesize it. The reactants are: Br[C:2]1[CH:10]=[CH:9][C:8]([O:11][CH3:12])=[CH:7][C:3]=1[C:4]([OH:6])=[O:5].C([Li])CCC.CON(C)[C:21]([CH:23]1[CH2:28][CH2:27][O:26][CH2:25][CH2:24]1)=[O:22]. (3) The reactants are: Br[C:2]1[C:3]([CH:9]([O:15][C:16]([CH3:19])([CH3:18])[CH3:17])[C:10]([O:12][CH2:13][CH3:14])=[O:11])=[C:4]([CH3:8])[S:5][C:6]=1[Cl:7].CC1(C)C(C)(C)OB([C:28]2[CH:29]=[C:30]3[C:35](=[CH:36][CH:37]=2)[O:34][CH2:33][CH2:32][CH2:31]3)O1.C(=O)([O-])[O-].[Na+].[Na+]. Given the product [C:16]([O:15][CH:9]([C:3]1[C:2]([C:28]2[CH:37]=[CH:36][C:35]3[O:34][CH2:33][CH2:32][CH2:31][C:30]=3[CH:29]=2)=[C:6]([Cl:7])[S:5][C:4]=1[CH3:8])[C:10]([O:12][CH2:13][CH3:14])=[O:11])([CH3:19])([CH3:18])[CH3:17], predict the reactants needed to synthesize it. (4) Given the product [C:1]([O-:4])(=[O:3])[CH3:2].[Ca+2:5].[C:14]([O-:16])(=[O:15])[CH3:13], predict the reactants needed to synthesize it. The reactants are: [C:1]([O-:4])(=[O:3])[CH3:2].[Ca+2:5].O[C@H]([CH2:13][C:14](=[O:16])[O-:15])C[N+](C)(C)C.C([O-])(=O)C.C([O-])(=O)CC(CC([O-])=O)(C([O-])=O)O.[Mg+2].O[C@H](CC(=O)[O-])C[N+](C)(C)C.C([O-])(=O)CC(CC([O-])=O)(C([O-])=O)O.[Mg+2].[Mg+2]. (5) Given the product [C:1]([C:3]1[CH:4]=[C:5]([CH:9]=[CH:10][C:11]=1[O:12][CH3:13])[C:6]([Cl:23])=[O:7])#[N:2], predict the reactants needed to synthesize it. The reactants are: [C:1]([C:3]1[CH:4]=[C:5]([CH:9]=[CH:10][C:11]=1[O:12][CH3:13])[C:6](O)=[O:7])#[N:2].C1(C)C=CC=CC=1.S(Cl)([Cl:23])=O. (6) Given the product [CH3:40][O:42][N:28]([CH3:32])[C:16](=[O:18])[CH2:15][C:12]1[CH:13]=[CH:14][C:9]([C:6]2[CH:7]=[CH:8][C:3]([C:2]([F:19])([F:1])[F:20])=[CH:4][CH:5]=2)=[CH:10][CH:11]=1, predict the reactants needed to synthesize it. The reactants are: [F:1][C:2]([F:20])([F:19])[C:3]1[CH:8]=[CH:7][C:6]([C:9]2[CH:14]=[CH:13][C:12]([CH2:15][C:16]([OH:18])=O)=[CH:11][CH:10]=2)=[CH:5][CH:4]=1.N1(C([N:28]2[CH:32]=CC=N2)=O)C=CN=C1.C(N(CC)CC)C.[C:40](OCC)(=[O:42])C.CCCCCC. (7) Given the product [CH3:11][C:12]1[O:16][N:15]=[C:14]([C:17]2[N:18]=[C:7]([OH:9])[C:3]3[S:4][CH:5]=[CH:6][C:2]=3[N:1]=2)[CH:13]=1, predict the reactants needed to synthesize it. The reactants are: [NH2:1][C:2]1[CH:6]=[CH:5][S:4][C:3]=1[C:7]([O:9]C)=O.[CH3:11][C:12]1[O:16][N:15]=[C:14]([C:17]#[N:18])[CH:13]=1.CC(C)([O-])C.[K+]. (8) Given the product [Cl:28][C:29]1([Cl:38])[CH2:31][C:30]1([CH3:37])[C:32](=[N:13][NH:12][C:3]1[C:2]([Cl:14])=[CH:7][C:6]([C:8]([F:9])([F:10])[F:11])=[CH:5][C:4]=1[Cl:39])[NH:33][CH2:34][CH3:35], predict the reactants needed to synthesize it. The reactants are: Cl[C:2]1([Cl:14])[CH:7]=[C:6]([C:8]([F:11])([F:10])[F:9])[CH:5]=[CH:4][CH:3]1[NH:12][NH2:13].C(N(CCCC)CCCC)CCC.[Cl:28][C:29]1([Cl:38])[CH2:31][C:30]1([CH3:37])[C:32](Cl)=[N:33][CH2:34][CH3:35].[ClH:39]. (9) Given the product [CH3:28][C:27]1[C:20]([O:18][C:15]2[CH:16]=[C:17]3[C:12](=[CH:13][CH:14]=2)[N:11]=[CH:10][N:9]=[C:8]3[NH:7][C:4]2[CH:5]=[CH:6][N:2]([CH3:1])[N:3]=2)=[C:21]([CH:24]=[CH:25][CH:26]=1)[C:22]#[N:23], predict the reactants needed to synthesize it. The reactants are: [CH3:1][N:2]1[CH:6]=[CH:5][C:4]([NH:7][C:8]2[C:17]3[C:12](=[CH:13][CH:14]=[C:15]([OH:18])[CH:16]=3)[N:11]=[CH:10][N:9]=2)=[N:3]1.F[C:20]1[C:27]([CH3:28])=[CH:26][CH:25]=[CH:24][C:21]=1[C:22]#[N:23].C(O[K])(C)(C)C.O.